Dataset: Forward reaction prediction with 1.9M reactions from USPTO patents (1976-2016). Task: Predict the product of the given reaction. Given the reactants [CH3:1][O:2][C:3](=[O:15])[C@H:4]([CH2:13]O)[NH:5][C:6]([O:8][C:9]([CH3:12])([CH3:11])[CH3:10])=[O:7].C(Br)(Br)(Br)Br.C1C=CC(P(C2C=CC=CC=2)C2C=CC=CC=2)=CC=1, predict the reaction product. The product is: [C:9]([O:8][C:6]([NH:5][C@@H:4]([CH3:13])[C:3]([O:2][CH3:1])=[O:15])=[O:7])([CH3:12])([CH3:11])[CH3:10].